Dataset: Catalyst prediction with 721,799 reactions and 888 catalyst types from USPTO. Task: Predict which catalyst facilitates the given reaction. (1) Reactant: [C:1]1([CH:7]([C:25]2[CH:30]=[CH:29][CH:28]=[CH:27][CH:26]=2)[CH2:8][NH:9][CH2:10][C@@H:11]([CH3:24])[CH2:12][O:13][C:14]2[CH:15]=[C:16]([CH2:20][C:21]([OH:23])=[O:22])[CH:17]=[CH:18][CH:19]=2)[CH:6]=[CH:5][CH:4]=[CH:3][CH:2]=1.[CH3:31][O:32][C:33]1[CH:40]=[CH:39][C:36]([CH:37]=O)=[CH:35][CH:34]=1.COC(=O)C.[Cl:46]C1C(C(F)(F)F)=CC=CC=1C=O.Cl.CCOCC. Product: [ClH:46].[CH3:31][O:32][C:33]1[CH:40]=[CH:39][C:36]([CH2:37][N:9]([CH2:8][CH:7]([C:1]2[CH:2]=[CH:3][CH:4]=[CH:5][CH:6]=2)[C:25]2[CH:26]=[CH:27][CH:28]=[CH:29][CH:30]=2)[CH2:10][C@@H:11]([CH3:24])[CH2:12][O:13][C:14]2[CH:15]=[C:16]([CH2:20][C:21]([OH:23])=[O:22])[CH:17]=[CH:18][CH:19]=2)=[CH:35][CH:34]=1. The catalyst class is: 28. (2) Reactant: OO.[C:3]([OH:7])(=[O:6])[CH:4]=[CH2:5].[C:8]([OH:13])(=[O:12])[C:9]([CH3:11])=[CH2:10]. Product: [C:3]([OH:7])(=[O:6])[CH:4]=[CH2:5].[C:8]([OH:13])(=[O:12])[C:9]([CH3:11])=[CH2:10]. The catalyst class is: 6.